This data is from Full USPTO retrosynthesis dataset with 1.9M reactions from patents (1976-2016). The task is: Predict the reactants needed to synthesize the given product. (1) Given the product [CH3:16][O:15][C:12]1[CH:13]=[C:14]2[C:9](=[CH:10][C:11]=1[O:17][CH3:18])[N:8]=[CH:7][CH:6]=[C:5]2[O:4][C:3]1[CH:19]=[CH:20][C:21]([CH3:23])=[CH:22][C:2]=1[C:40](=[O:41])[CH2:39][C:35]([CH3:38])([CH3:37])[CH3:36], predict the reactants needed to synthesize it. The reactants are: Br[C:2]1[CH:22]=[C:21]([CH3:23])[CH:20]=[CH:19][C:3]=1[O:4][C:5]1[C:14]2[C:9](=[CH:10][C:11]([O:17][CH3:18])=[C:12]([O:15][CH3:16])[CH:13]=2)[N:8]=[CH:7][CH:6]=1.C([Li])CCC.CCCCCC.[C:35]([CH2:39][C:40](Cl)=[O:41])([CH3:38])([CH3:37])[CH3:36].O. (2) Given the product [CH3:30][O:31][C:32]1[CH:33]=[C:34](/[C:35](=[CH:28]/[C:26]2[O:27][C:23]([N:20]([CH2:21][CH2:22][N:17]([CH3:16])[CH3:18])[CH3:19])=[CH:24][CH:25]=2)/[C:36]#[N:37])[CH:38]=[CH:39][C:40]=1[O:41][CH3:42], predict the reactants needed to synthesize it. The reactants are: CN(C)CCNC.BrC1OC(C=O)=CC=1.[CH3:16][N:17]1[CH2:22][CH2:21][N:20]([C:23]2[O:27][C:26]([CH:28]=O)=[CH:25][CH:24]=2)[CH2:19][CH2:18]1.[CH3:30][O:31][C:32]1[CH:33]=[C:34]([CH:38]=[CH:39][C:40]=1[O:41][CH3:42])[CH2:35][C:36]#[N:37]. (3) Given the product [CH:28]1([C:31]2[CH:32]=[C:33]([CH3:43])[C:34]([N:37]3[CH2:38][CH2:39][N:40]([C:7]([C:6]4[CH:12]=[CH:13][C:14]([N:16]5[C@H:20]([CH3:21])[CH2:19][CH2:18][S:17]5(=[O:23])=[O:22])=[CH:15][C:5]=4[S:2]([CH3:1])(=[O:3])=[O:4])=[O:8])[CH2:41][CH2:42]3)=[N:35][CH:36]=2)[CH2:30][CH2:29]1, predict the reactants needed to synthesize it. The reactants are: [CH3:1][S:2]([C:5]1[CH:15]=[C:14]([N:16]2[C@H:20]([CH3:21])[CH2:19][CH2:18][S:17]2(=[O:23])=[O:22])[CH:13]=[CH:12][C:6]=1[C:7](OCC)=[O:8])(=[O:4])=[O:3].[OH-].[Na+].Cl.Cl.[CH:28]1([C:31]2[CH:32]=[C:33]([CH3:43])[C:34]([N:37]3[CH2:42][CH2:41][NH:40][CH2:39][CH2:38]3)=[N:35][CH:36]=2)[CH2:30][CH2:29]1.CN1CCOCC1.O.[Cl-].COC1N=C(OC)N=C([N+]2(C)CCOCC2)N=1. (4) Given the product [C:13]([C:12]1[C:11]([C:15]2[CH:20]=[CH:19][C:18]([Cl:21])=[CH:17][C:16]=2[Cl:22])=[C:10]([C:23]2[NH:27][N:26]=[CH:25][CH:24]=2)[S:9][C:8]=1[C:6]1[CH:5]=[CH:4][N:3]=[C:2]([NH:1][C:37](=[O:39])[CH3:38])[CH:7]=1)#[N:14], predict the reactants needed to synthesize it. The reactants are: [NH2:1][C:2]1[CH:7]=[C:6]([C:8]2[S:9][C:10]([C:23]3[NH:27][N:26]=[CH:25][CH:24]=3)=[C:11]([C:15]3[CH:20]=[CH:19][C:18]([Cl:21])=[CH:17][C:16]=3[Cl:22])[C:12]=2[C:13]#[N:14])[CH:5]=[CH:4][N:3]=1.N1C=CC=CC=1.C(Cl)Cl.[C:37](OC(=O)C)(=[O:39])[CH3:38].CO.O.C(=O)(O)[O-].[Na+]. (5) Given the product [C:21]1(=[C:13]([C:14]2[CH:19]=[CH:18][C:17]([OH:20])=[CH:16][CH:15]=2)[C:10]2[CH:11]=[CH:12][C:7]([CH:6]=[CH:5][C:4]([OH:29])=[O:3])=[CH:8][C:9]=2[F:28])[CH2:27][CH2:26][CH2:25][CH2:24][CH2:23][CH2:22]1, predict the reactants needed to synthesize it. The reactants are: C([O:3][C:4](=[O:29])[CH:5]=[CH:6][C:7]1[CH:12]=[CH:11][C:10]([C:13](=[C:21]2[CH2:27][CH2:26][CH2:25][CH2:24][CH2:23][CH2:22]2)[C:14]2[CH:19]=[CH:18][C:17]([OH:20])=[CH:16][CH:15]=2)=[C:9]([F:28])[CH:8]=1)C.[OH-].[Na+].